From a dataset of Full USPTO retrosynthesis dataset with 1.9M reactions from patents (1976-2016). Predict the reactants needed to synthesize the given product. (1) The reactants are: [N+:1]([C:4]1[CH:5]=[C:6]([S:13](Cl)(=[O:15])=[O:14])[CH:7]=[C:8]([N+:10]([O-:12])=[O:11])[CH:9]=1)([O-:3])=[O:2].[N:17]1C=CC=C[CH:18]=1.CN. Given the product [CH3:18][NH:17][S:13]([C:6]1[CH:5]=[C:4]([N+:1]([O-:3])=[O:2])[CH:9]=[C:8]([N+:10]([O-:12])=[O:11])[CH:7]=1)(=[O:15])=[O:14], predict the reactants needed to synthesize it. (2) Given the product [N:1]1([C:7]2[C:16]3[C:11](=[CH:12][CH:13]=[C:14]([C:17]4[CH:18]=[C:19]([NH:23][S:36]([C:30]5[CH:35]=[CH:34][CH:33]=[CH:32][CH:31]=5)(=[O:38])=[O:37])[CH:20]=[N:21][CH:22]=4)[CH:15]=3)[N:10]=[CH:9][N:8]=2)[CH2:6][CH2:5][O:4][CH2:3][CH2:2]1, predict the reactants needed to synthesize it. The reactants are: [N:1]1([C:7]2[C:16]3[C:11](=[CH:12][CH:13]=[C:14]([C:17]4[CH:18]=[C:19]([NH2:23])[CH:20]=[N:21][CH:22]=4)[CH:15]=3)[N:10]=[CH:9][N:8]=2)[CH2:6][CH2:5][O:4][CH2:3][CH2:2]1.N1C=CC=CC=1.[C:30]1([S:36](Cl)(=[O:38])=[O:37])[CH:35]=[CH:34][CH:33]=[CH:32][CH:31]=1.